Dataset: Full USPTO retrosynthesis dataset with 1.9M reactions from patents (1976-2016). Task: Predict the reactants needed to synthesize the given product. (1) Given the product [Cl:3][C:4]1[C:9]([O:10][CH3:11])=[C:8]([CH2:12][N:13]2[CH2:14][C:15]3([CH2:20][C:19]([N:21]4[CH2:22][CH2:23][C:24]([CH3:32])([C:27]([OH:29])=[O:28])[CH2:25][CH2:26]4)=[N:18][O:17]3)[CH2:16]2)[CH:7]=[C:6]([CH:33]2[CH2:35][CH2:34]2)[C:5]=1[C:36]1[CH:41]=[CH:40][C:39]([F:42])=[CH:38][CH:37]=1, predict the reactants needed to synthesize it. The reactants are: [OH-].[Na+].[Cl:3][C:4]1[C:9]([O:10][CH3:11])=[C:8]([CH2:12][N:13]2[CH2:16][C:15]3([CH2:20][C:19]([N:21]4[CH2:26][CH2:25][C:24]([CH3:32])([C:27]([O:29]CC)=[O:28])[CH2:23][CH2:22]4)=[N:18][O:17]3)[CH2:14]2)[CH:7]=[C:6]([CH:33]2[CH2:35][CH2:34]2)[C:5]=1[C:36]1[CH:41]=[CH:40][C:39]([F:42])=[CH:38][CH:37]=1. (2) Given the product [Cl:20][C:15]1[CH:14]=[C:13]([C:11]2[CH:10]=[C:9]([CH3:21])[N:8]=[C:7]([C:5]3[S:6][C:2]([C:26]4[CH:27]=[CH:28][C:23]([NH2:22])=[N:24][CH:25]=4)=[CH:3][CH:4]=3)[CH:12]=2)[CH:18]=[CH:17][C:16]=1[Cl:19], predict the reactants needed to synthesize it. The reactants are: Br[C:2]1[S:6][C:5]([C:7]2[CH:12]=[C:11]([C:13]3[CH:18]=[CH:17][C:16]([Cl:19])=[C:15]([Cl:20])[CH:14]=3)[CH:10]=[C:9]([CH3:21])[N:8]=2)=[CH:4][CH:3]=1.[NH2:22][C:23]1[CH:28]=[CH:27][C:26](B2OC(C)(C)C(C)(C)O2)=[CH:25][N:24]=1. (3) Given the product [Cl:11][C:3]1[C:4]2[S:8][CH:7]=[N:6][C:5]=2[CH:9]=[CH:10][C:2]=1[NH2:1], predict the reactants needed to synthesize it. The reactants are: [NH2:1][C:2]1[CH:10]=[CH:9][C:5]2[N:6]=[CH:7][S:8][C:4]=2[CH:3]=1.[Cl:11]Cl.CCOC(C)=O.CCCCCC.